Dataset: M1 muscarinic receptor agonist screen with 61,833 compounds. Task: Binary Classification. Given a drug SMILES string, predict its activity (active/inactive) in a high-throughput screening assay against a specified biological target. (1) The molecule is s1c(nnc1NC(=O)COC)C1CCCCC1. The result is 0 (inactive). (2) The compound is O=C1NC(C(=N1)c1ccccc1)c1ccccc1. The result is 0 (inactive).